This data is from Full USPTO retrosynthesis dataset with 1.9M reactions from patents (1976-2016). The task is: Predict the reactants needed to synthesize the given product. (1) Given the product [CH:1]1([CH2:4][N:5]2[CH2:6][CH2:7][N:8]([C:11]3[CH:16]=[CH:15][CH:14]=[CH:13][C:12]=3[C:17]3[CH2:22][C:21]([CH3:24])([CH3:23])[CH2:20][C:19]([CH3:26])([CH3:25])[CH:18]=3)[CH2:9][CH2:10]2)[CH2:2][CH2:3]1, predict the reactants needed to synthesize it. The reactants are: [CH:1]1([CH2:4][N:5]2[CH2:10][CH2:9][N:8]([C:11]3[CH:16]=[CH:15][CH:14]=[CH:13][C:12]=3[C:17]3(O)[CH2:22][C:21]([CH3:24])([CH3:23])[CH2:20][C:19]([CH3:26])([CH3:25])[CH2:18]3)[CH2:7][CH2:6]2)[CH2:3][CH2:2]1.FC(F)(F)C(O)=O.C(=O)([O-])[O-].[K+].[K+]. (2) Given the product [C:1]([N:5]1[C:9](=[O:10])[CH:8]=[C:7]([C:11]2[CH:16]=[CH:15][CH:14]=[C:13]([O:17][CH2:21][CH2:22][CH2:23][OH:24])[CH:12]=2)[S:6]1(=[O:18])=[O:19])([CH3:4])([CH3:2])[CH3:3], predict the reactants needed to synthesize it. The reactants are: [C:1]([N:5]1[C:9](=[O:10])[CH:8]=[C:7]([C:11]2[CH:16]=[CH:15][CH:14]=[C:13]([OH:17])[CH:12]=2)[S:6]1(=[O:19])=[O:18])([CH3:4])([CH3:3])[CH3:2].Br[CH2:21][CH2:22][CH2:23][OH:24].C(=O)([O-])[O-].[K+].[K+].